Dataset: Full USPTO retrosynthesis dataset with 1.9M reactions from patents (1976-2016). Task: Predict the reactants needed to synthesize the given product. (1) Given the product [C:63]([N:60]1[CH2:59][CH:58]=[C:57]([C:40]2[CH:39]=[CH:38][C:37]([C:34]([NH2:35])=[O:36])=[C:42]([NH:43][C:44]3[CH:45]=[CH:46][C:47]([CH2:50][CH2:51][N:52]4[CH2:53][CH2:54][CH2:55][CH2:56]4)=[CH:48][CH:49]=3)[N:41]=2)[CH2:62][CH2:61]1)(=[O:64])[CH:2]=[CH2:3], predict the reactants needed to synthesize it. The reactants are: Cl[C:2]1N=C(Cl)C=C[C:3]=1C(N)=O.CC1(C)C(C)(C)OB(C2CCN(C(OC(C)(C)C)=O)CC=2)O1.[C:34]([C:37]1[CH:38]=[CH:39][C:40]([C:57]2[CH2:62][CH2:61][N:60]([C:63](OC(C)(C)C)=[O:64])[CH2:59][CH:58]=2)=[N:41][C:42]=1[NH:43][C:44]1[CH:49]=[CH:48][C:47]([CH2:50][CH2:51][N:52]2[CH2:56][CH2:55][CH2:54][CH2:53]2)=[CH:46][CH:45]=1)(=[O:36])[NH2:35].O(C1C=C(C=CC=1)OC1N=CC(C2CCNCC2)=CC=1C(N)=O)C1C=CC=CC=1. (2) Given the product [ClH:1].[CH3:2][O:3][C@H:4]1[CH2:8][CH2:7][N:6]([C:9]2[CH:10]=[CH:11][C:12]3[C:18]4[NH:19][N:20]=[C:21]([C:22]([OH:24])=[O:23])[C:17]=4[CH2:16][O:15][C:13]=3[CH:14]=2)[CH2:5]1, predict the reactants needed to synthesize it. The reactants are: [ClH:1].[CH3:2][O:3][C@H:4]1[CH2:8][CH2:7][N:6]([C:9]2[CH:10]=[CH:11][C:12]3[C:18]4[N:19](C5CCCCO5)[N:20]=[C:21]([C:22]([OH:24])=[O:23])[C:17]=4[CH2:16][O:15][C:13]=3[CH:14]=2)[CH2:5]1. (3) Given the product [CH2:11]([O:13][NH:14][C:7]([C:2]1[CH:3]=[CH:4][CH:5]=[CH:6][N:1]=1)=[O:9])[CH3:12], predict the reactants needed to synthesize it. The reactants are: [N:1]1[CH:6]=[CH:5][CH:4]=[CH:3][C:2]=1[C:7]([OH:9])=O.Cl.[CH2:11]([O:13][NH2:14])[CH3:12].